From a dataset of Peptide-MHC class II binding affinity with 134,281 pairs from IEDB. Regression. Given a peptide amino acid sequence and an MHC pseudo amino acid sequence, predict their binding affinity value. This is MHC class II binding data. (1) The peptide sequence is LIAIHTLAIRYANRT. The MHC is DRB1_0405 with pseudo-sequence DRB1_0405. The binding affinity (normalized) is 0.515. (2) The peptide sequence is GEMRLRDDQRKVFRE. The MHC is DRB1_0301 with pseudo-sequence DRB1_0301. The binding affinity (normalized) is 0.763. (3) The peptide sequence is GQRVVFIQPSPVRDHY. The MHC is DRB1_1301 with pseudo-sequence DRB1_1301. The binding affinity (normalized) is 0. (4) The peptide sequence is AAFHSRFVQALTTAA. The MHC is DRB1_0101 with pseudo-sequence DRB1_0101. The binding affinity (normalized) is 0.821. (5) The peptide sequence is SKEHDGECKETVPMN. The MHC is HLA-DQA10501-DQB10201 with pseudo-sequence HLA-DQA10501-DQB10201. The binding affinity (normalized) is 0.0731. (6) The peptide sequence is IIGVLEQGKRTLTPQ. The MHC is DRB1_1101 with pseudo-sequence DRB1_1101. The binding affinity (normalized) is 0.102. (7) The peptide sequence is SLETVAIDRPAEVRK. The MHC is DRB3_0301 with pseudo-sequence DRB3_0301. The binding affinity (normalized) is 0.719. (8) The peptide sequence is VFLGSAYGIPKVPPG. The MHC is DRB5_0101 with pseudo-sequence DRB5_0101. The binding affinity (normalized) is 0.651. (9) The peptide sequence is SEMFMPRSIGGPVSS. The MHC is DRB1_0701 with pseudo-sequence DRB1_0701. The binding affinity (normalized) is 0.435.